From a dataset of Catalyst prediction with 721,799 reactions and 888 catalyst types from USPTO. Predict which catalyst facilitates the given reaction. (1) Reactant: [C:1]([O:5][C:6](=[O:42])[NH:7][CH2:8][CH2:9][CH2:10][N:11]1[C:20]2[CH:19]=[CH:18][C:17]([Cl:21])=[CH:16][C:15]=2[C:14]2=[N:22][N:23]([CH:35]3[CH2:40][CH2:39][CH2:38][CH2:37][O:36]3)[C:24]([CH2:25][CH2:26][O:27]CC3C=CC=CC=3)=[C:13]2[C:12]1=[O:41])([CH3:4])([CH3:3])[CH3:2]. Product: [C:1]([O:5][C:6](=[O:42])[NH:7][CH2:8][CH2:9][CH2:10][N:11]1[C:20]2[CH:19]=[CH:18][C:17]([Cl:21])=[CH:16][C:15]=2[C:14]2=[N:22][N:23]([CH:35]3[CH2:40][CH2:39][CH2:38][CH2:37][O:36]3)[C:24]([CH2:25][CH2:26][OH:27])=[C:13]2[C:12]1=[O:41])([CH3:4])([CH3:2])[CH3:3]. The catalyst class is: 50. (2) Reactant: Cl[C:2](=[O:8])[C:3]([O:5][CH2:6][CH3:7])=[O:4].[NH2:9][C:10]1[CH:15]=[CH:14][C:13]([Br:16])=[CH:12][C:11]=1[C:17](=[O:19])[CH3:18].N1C=CC=CC=1.O. Product: [CH2:6]([O:5][C:3](=[O:4])[C:2]([NH:9][C:10]1[CH:15]=[CH:14][C:13]([Br:16])=[CH:12][C:11]=1[C:17](=[O:19])[CH3:18])=[O:8])[CH3:7]. The catalyst class is: 4. (3) Reactant: [C:1]([C:5]1[CH:6]=[C:7]([C:10]([OH:13])=[CH:11][N:12]=1)[C:8]#[N:9])([CH3:4])([CH3:3])[CH3:2].[CH:14](N(CC)C(C)C)(C)C.C[Si](C=[N+]=[N-])(C)C. Product: [C:1]([C:5]1[CH:6]=[C:7]([C:10]([O:13][CH3:14])=[CH:11][N:12]=1)[C:8]#[N:9])([CH3:4])([CH3:2])[CH3:3]. The catalyst class is: 382. (4) Reactant: [N:1]1[N:2]=[C:3]([C:10]2[CH:19]=[CH:18][C:17]3[C:12](=[C:13]([O:20][C@H:21]4[CH2:26][CH2:25][N:24]([C:27]([O:29][C:30]([CH3:33])([CH3:32])[CH3:31])=[O:28])[C@H:23]([C:34]([OH:36])=O)[CH2:22]4)[CH:14]=[CH:15][CH:16]=3)[N:11]=2)[N:4]2[CH:9]=[CH:8][CH:7]=[CH:6][C:5]=12.[CH3:37]CN=C=NCCCN(C)C.C1C=C[C:51]2[N:56]([OH:57])N=NC=2C=1.C(N(CC)CC)C.Cl.CN(C)O. Product: [N:1]1[N:2]=[C:3]([C:10]2[CH:19]=[CH:18][C:17]3[C:12](=[C:13]([O:20][C@H:21]4[CH2:26][CH2:25][N:24]([C:27]([O:29][C:30]([CH3:31])([CH3:33])[CH3:32])=[O:28])[C@H:23]([C:34](=[O:36])[N:56]([O:57][CH3:37])[CH3:51])[CH2:22]4)[CH:14]=[CH:15][CH:16]=3)[N:11]=2)[N:4]2[CH:9]=[CH:8][CH:7]=[CH:6][C:5]=12. The catalyst class is: 91. (5) Reactant: [NH2:1][C:2]1[C:3]([N+:14]([O-:16])=[O:15])=[C:4]([CH:10]=[CH:11][C:12]=1[Cl:13])[C:5]([O:7][CH2:8][CH3:9])=[O:6].[H-].[Na+].[CH3:19]I. Product: [Cl:13][C:12]1[CH:11]=[CH:10][C:4]([C:5]([O:7][CH2:8][CH3:9])=[O:6])=[C:3]([N+:14]([O-:16])=[O:15])[C:2]=1[NH:1][CH3:19]. The catalyst class is: 3.